This data is from Reaction yield outcomes from USPTO patents with 853,638 reactions. The task is: Predict the reaction yield, written as a fraction of the theoretical maximum amount of product (1.0 means a 100% yield; for example, 0.34 means a 34% yield). (1) The reactants are [C:1]([O:5][C:6]([NH:8][CH:9]([O:19]C(=O)CCCCC)[C@H:10]([CH3:18])[CH2:11][CH2:12][C:13]1[S:14][CH:15]=[CH:16][CH:17]=1)=[O:7])([CH3:4])([CH3:3])[CH3:2].[OH-].[Na+]. The catalyst is O1CCCC1.CO. The product is [C:1]([O:5][C:6]([NH:8][CH:9]([OH:19])[C@H:10]([CH3:18])[CH2:11][CH2:12][C:13]1[S:14][CH:15]=[CH:16][CH:17]=1)=[O:7])([CH3:4])([CH3:2])[CH3:3]. The yield is 0.950. (2) The reactants are [NH2:1][CH:2]1[CH2:7][CH2:6][N:5]([CH2:8][C@H:9]2[N:19]3[C:20]4[N:11]([C:12](=[O:22])[CH:13]=[CH:14][C:15]=4[CH:16]=[CH:17][C:18]3=[O:21])[CH2:10]2)[CH2:4][CH2:3]1.[CH2:23]1[C:31]2[CH:30]=[C:29]([CH:32]=O)[N:28]=[CH:27][C:26]=2CO1.[BH-](OC(C)=O)(OC(C)=O)[O:35][C:36]([CH3:38])=O.[Na+].C([O-])(O)=O.[Na+].C(Cl)(Cl)[Cl:54].CO. The catalyst is C(N(CC)CC)C. The product is [ClH:54].[O:35]1[C:26]2=[CH:27][N:28]=[C:29]([CH2:32][NH:1][CH:2]3[CH2:3][CH2:4][N:5]([CH2:8][C@H:9]4[N:19]5[C:20]6[N:11]([C:12](=[O:22])[CH:13]=[CH:14][C:15]=6[CH:16]=[CH:17][C:18]5=[O:21])[CH2:10]4)[CH2:6][CH2:7]3)[CH:30]=[C:31]2[CH2:23][CH2:38][CH2:36]1. The yield is 0.320.